This data is from Catalyst prediction with 721,799 reactions and 888 catalyst types from USPTO. The task is: Predict which catalyst facilitates the given reaction. (1) Reactant: [C:1]1([C:9]2[CH:14]=[CH:13][CH:12]=[CH:11][CH:10]=2)[CH:6]=[CH:5][CH:4]=[C:3]([Mg]Br)[CH:2]=1.Br[C:16]1[CH:17]=[C:18]([C:22]2[CH:27]=[CH:26][CH:25]=[CH:24][CH:23]=2)[CH:19]=[CH:20][CH:21]=1.[Cl:28][C:29]1[N:34]=[C:33](Cl)[N:32]=[C:31](Cl)[N:30]=1. Product: [C:1]1([C:9]2[CH:14]=[CH:13][CH:12]=[CH:11][CH:10]=2)[CH:6]=[CH:5][CH:4]=[C:3]([C:31]2[N:32]=[C:33]([C:16]3[CH:17]=[C:18]([C:22]4[CH:27]=[CH:26][CH:25]=[CH:24][CH:23]=4)[CH:19]=[CH:20][CH:21]=3)[N:34]=[C:29]([Cl:28])[N:30]=2)[CH:2]=1. The catalyst class is: 1. (2) Reactant: [NH2:1][CH2:2][CH2:3][O:4][CH2:5][CH2:6][NH:7][C:8](=[O:14])[O:9][C:10]([CH3:13])([CH3:12])[CH3:11].[C:15](O)(=[O:23])[C:16]1[C:17](=[CH:19][CH:20]=[CH:21][CH:22]=1)[OH:18].CCN=C=NCCCN(C)C. Product: [OH:18][C:17]1[CH:19]=[CH:20][CH:21]=[CH:22][C:16]=1[C:15]([NH:1][CH2:2][CH2:3][O:4][CH2:5][CH2:6][NH:7][C:8](=[O:14])[O:9][C:10]([CH3:11])([CH3:13])[CH3:12])=[O:23]. The catalyst class is: 2. (3) Reactant: [O:1]1[CH2:3][CH:2]1[CH2:4][CH2:5][N:6]1[C:14](=[O:15])[C:13]2[C:8](=[CH:9][CH:10]=[CH:11][CH:12]=2)[C:7]1=[O:16].C(=O)([O-])[O-].[K+].[K+].Cl.[CH3:24][C:25]1[C:30]([CH3:31])=[CH:29][CH:28]=[CH:27][C:26]=1[N:32]1[CH2:37][CH2:36][NH:35][CH2:34][CH2:33]1. Product: [CH3:24][C:25]1[C:30]([CH3:31])=[CH:29][CH:28]=[CH:27][C:26]=1[N:32]1[CH2:33][CH2:34][N:35]([CH2:3][CH:2]([OH:1])[CH2:4][CH2:5][N:6]2[C:14](=[O:15])[C:13]3[C:8](=[CH:9][CH:10]=[CH:11][CH:12]=3)[C:7]2=[O:16])[CH2:36][CH2:37]1. The catalyst class is: 9. (4) Product: [ClH:1].[ClH:1].[C:34]([N:30]1[CH2:29][CH2:28][CH:27]([O:26][C:23]2[CH:22]=[CH:21][C:20]([N:15]([CH2:14]/[CH:13]=[CH:12]/[C:8]3[CH:9]=[CH:10][CH:11]=[C:6]([C:3](=[NH:4])[NH2:5])[CH:7]=3)[C:16](=[O:19])[CH2:17][OH:18])=[CH:25][CH:24]=2)[CH2:32][CH2:31]1)(=[NH:39])[CH3:35]. Reactant: [ClH:1].Cl.[C:3]([C:6]1[CH:7]=[C:8](/[CH:12]=[CH:13]/[CH2:14][N:15]([C:20]2[CH:25]=[CH:24][C:23]([O:26][CH:27]3[CH2:32][CH2:31][NH:30][CH2:29][CH2:28]3)=[CH:22][CH:21]=2)[C:16](=[O:19])[CH2:17][OH:18])[CH:9]=[CH:10][CH:11]=1)(=[NH:5])[NH2:4].Cl.[C:34](=[NH:39])(OCC)[CH3:35].C(N(CC)CC)C.Cl. The catalyst class is: 71. (5) Reactant: [F:1][C@H:2]1[C@@H:7]([O:8][C:9]2[CH:16]=[CH:15][C:14]([C:17]3[N:22]=[C:21]([NH:23][C:24]4[CH:29]=[CH:28][C:27]([N:30]5[CH2:35][CH2:34][N:33]([CH:36]6[CH2:39][O:38][CH2:37]6)[CH2:32][CH2:31]5)=[CH:26][CH:25]=4)[N:20]=[CH:19][N:18]=3)=[CH:13][C:10]=2[C:11]#[N:12])[CH2:6][CH2:5][NH:4][CH2:3]1.[Na+].[OH:41][CH2:42][C@@H:43]([CH3:47])[C:44]([O-])=[O:45].CN(C(ON1N=NC2C=CC=NC1=2)=[N+](C)C)C.F[P-](F)(F)(F)(F)F. Product: [F:1][C@H:2]1[C@@H:7]([O:8][C:9]2[CH:16]=[CH:15][C:14]([C:17]3[N:22]=[C:21]([NH:23][C:24]4[CH:29]=[CH:28][C:27]([N:30]5[CH2:31][CH2:32][N:33]([CH:36]6[CH2:39][O:38][CH2:37]6)[CH2:34][CH2:35]5)=[CH:26][CH:25]=4)[N:20]=[CH:19][N:18]=3)=[CH:13][C:10]=2[C:11]#[N:12])[CH2:6][CH2:5][N:4]([C:42](=[O:41])[C@H:43]([CH3:47])[CH2:44][OH:45])[CH2:3]1. The catalyst class is: 3. (6) Reactant: [C:1]([O:5][C:6]([N:8]1[CH2:14][CH2:13][CH2:12][N:11]([S:15]([C:18]2[CH:19]=[C:20]3[C:25](=[CH:26][CH:27]=2)[CH:24]=[N:23][CH:22]=[CH:21]3)(=[O:17])=[O:16])[C@@H:10]([CH3:28])[CH2:9]1)=[O:7])([CH3:4])([CH3:3])[CH3:2].ClC1C=CC=C(C(OO)=[O:37])C=1. Product: [C:1]([O:5][C:6]([N:8]1[CH2:14][CH2:13][CH2:12][N:11]([S:15]([C:18]2[CH:19]=[C:20]3[C:25](=[CH:26][CH:27]=2)[CH:24]=[N+:23]([O-:37])[CH:22]=[CH:21]3)(=[O:16])=[O:17])[C@@H:10]([CH3:28])[CH2:9]1)=[O:7])([CH3:4])([CH3:2])[CH3:3]. The catalyst class is: 4. (7) Reactant: [Br:1][C:2]1[NH:3][C:4]([C:11]([O:13][CH2:14][CH3:15])=[O:12])=[C:5]([C:7]([F:10])([F:9])[F:8])[N:6]=1.C(=O)([O-])[O-].[K+].[K+].[Cl:22][C:23]1[CH:30]=[CH:29][C:28]([Cl:31])=[CH:27][C:24]=1[CH2:25]Br.O. Product: [Br:1][C:2]1[N:3]([CH2:25][C:24]2[CH:27]=[C:28]([Cl:31])[CH:29]=[CH:30][C:23]=2[Cl:22])[C:4]([C:11]([O:13][CH2:14][CH3:15])=[O:12])=[C:5]([C:7]([F:8])([F:10])[F:9])[N:6]=1. The catalyst class is: 3.